Regression. Given a peptide amino acid sequence and an MHC pseudo amino acid sequence, predict their binding affinity value. This is MHC class I binding data. From a dataset of Peptide-MHC class I binding affinity with 185,985 pairs from IEDB/IMGT. The peptide sequence is VRYPEEFGSK. The MHC is Mamu-B08 with pseudo-sequence Mamu-B08. The binding affinity (normalized) is 0.456.